Dataset: Reaction yield outcomes from USPTO patents with 853,638 reactions. Task: Predict the reaction yield, written as a fraction of the theoretical maximum amount of product (1.0 means a 100% yield; for example, 0.34 means a 34% yield). (1) The reactants are [CH:1]1([C:6]2[CH:12]=[CH:11][C:9]([NH2:10])=[CH:8][CH:7]=2)[CH2:5][CH2:4][CH2:3][CH2:2]1.C1C(=O)N([Br:20])C(=O)C1.O. The catalyst is CN(C=O)C. The product is [Br:20][C:11]1[CH:12]=[C:6]([CH:1]2[CH2:2][CH2:3][CH2:4][CH2:5]2)[CH:7]=[CH:8][C:9]=1[NH2:10]. The yield is 0.800. (2) The reactants are [CH2:1]1[CH2:6][C@H:5]([C:7]([OH:9])=[O:8])[CH2:4][CH2:3][C@H:2]1[CH2:10][NH2:11].[CH3:12][CH:13]([CH3:30])[C:14]([O:16][CH:17]([O:19][C:20](ON1C(=O)CCC1=O)=[O:21])[CH3:18])=[O:15]. No catalyst specified. The product is [CH3:12][CH:13]([CH3:30])[C:14]([O:16][CH:17]([O:19][C:20]([CH:10]([NH2:11])[C@H:2]1[CH2:3][CH2:4][C@H:5]([C:7]([OH:9])=[O:8])[CH2:6][CH2:1]1)=[O:21])[CH3:18])=[O:15]. The yield is 0.530. (3) The reactants are C([O:5][C:6]([CH:8]1[CH:12]([C:13]2[CH:18]=[CH:17][CH:16]=[C:15]([Cl:19])[C:14]=2[F:20])[C:11]([C:23]2[CH:28]=[CH:27][C:26]([Cl:29])=[CH:25][C:24]=2[F:30])([C:21]#[N:22])[CH:10]([CH2:31][C:32]([CH2:37][CH3:38])([CH2:35][CH3:36])[CH2:33][CH3:34])[NH:9]1)=[O:7])(C)(C)C.[F:39][C:40]([F:45])([F:44])[C:41]([OH:43])=[O:42]. The catalyst is ClCCl. The product is [F:39][C:40]([F:45])([F:44])[C:41]([OH:43])=[O:42].[Cl:19][C:15]1[C:14]([F:20])=[C:13]([CH:12]2[C:11]([C:23]3[CH:28]=[CH:27][C:26]([Cl:29])=[CH:25][C:24]=3[F:30])([C:21]#[N:22])[CH:10]([CH2:31][C:32]([CH2:33][CH3:34])([CH2:35][CH3:36])[CH2:37][CH3:38])[NH:9][CH:8]2[C:6]([OH:7])=[O:5])[CH:18]=[CH:17][CH:16]=1. The yield is 1.00. (4) The product is [NH2:1][C:2]1[CH:10]=[CH:9][C:5]([C:6]([N:12]2[CH2:17][CH2:16][CH2:15][C@@H:14]3[C:18]4[CH:19]=[CH:20][CH:21]=[CH:22][C:23]=4[CH2:24][C@H:13]23)=[O:8])=[CH:4][C:3]=1[Cl:11]. No catalyst specified. The reactants are [NH2:1][C:2]1[CH:10]=[CH:9][C:5]([C:6]([OH:8])=O)=[CH:4][C:3]=1[Cl:11].[NH:12]1[CH2:17][CH2:16][CH2:15][C@@H:14]2[C:18]3[CH:19]=[CH:20][CH:21]=[CH:22][C:23]=3[CH2:24][C@H:13]12.F[P-](F)(F)(F)(F)F.N1(OC(N(C)C)=[N+](C)C)C2N=CC=CC=2N=N1. The yield is 0.380. (5) The reactants are [CH:1]1[C:10]2[C:5](=[CH:6][CH:7]=[CH:8][CH:9]=2)[CH:4]=[CH:3][C:2]=1[S:11][CH2:12][CH2:13][CH2:14][CH2:15][CH2:16][CH2:17][C:18](=[O:23])[C:19](OC)=[O:20].[CH3:24][NH2:25]. The catalyst is C1COCC1.C(N(CC)CC)C. The product is [CH3:24][NH:25][C:19](=[O:20])[C:18](=[O:23])[CH2:17][CH2:16][CH2:15][CH2:14][CH2:13][CH2:12][S:11][C:2]1[CH:3]=[CH:4][C:5]2[C:10](=[CH:9][CH:8]=[CH:7][CH:6]=2)[CH:1]=1. The yield is 0.690. (6) The reactants are C([O:4][CH2:5][CH2:6][O:7][C:8]1[CH:13]=[CH:12][C:11]([CH3:14])=[CH:10][C:9]=1[CH:15]1[C:20]2([C:28]3[C:23](=[CH:24][C:25]([Cl:29])=[CH:26][CH:27]=3)[NH:22][C:21]2=[O:30])[CH:19]([C:31]2[CH:36]=[CH:35][CH:34]=[C:33]([Cl:37])[CH:32]=2)[CH2:18][C:17](=[O:38])[NH:16]1)(=O)C.[OH-].[Na+].Cl. The catalyst is O1CCCC1.CO. The product is [Cl:29][C:25]1[CH:24]=[C:23]2[NH:22][C:21](=[O:30])[C:20]3([CH:19]([C:31]4[CH:36]=[CH:35][CH:34]=[C:33]([Cl:37])[CH:32]=4)[CH2:18][C:17](=[O:38])[NH:16][CH:15]3[C:9]3[CH:10]=[C:11]([CH3:14])[CH:12]=[CH:13][C:8]=3[O:7][CH2:6][CH2:5][OH:4])[C:28]2=[CH:27][CH:26]=1. The yield is 0.470. (7) The reactants are [F:1][C:2]1[CH:14]=[CH:13][C:5]([C:6]([O:8][C:9]([CH3:12])([CH3:11])[CH3:10])=[O:7])=[CH:4][C:3]=1[CH3:15].BrN1C(=O)CCC1=O.[CH:24]1[CH:29]=[CH:28][C:27]([CH2:30][CH2:31][NH2:32])=[CH:26][CH:25]=1. The catalyst is C(OOC(=O)C1C=CC=CC=1)(=O)C1C=CC=CC=1.C(Cl)(Cl)(Cl)Cl. The product is [F:1][C:2]1[CH:14]=[CH:13][C:5]([C:6]([O:8][C:9]([CH3:10])([CH3:11])[CH3:12])=[O:7])=[CH:4][C:3]=1[CH2:15][NH:32][CH2:31][CH2:30][C:27]1[CH:28]=[CH:29][CH:24]=[CH:25][CH:26]=1. The yield is 0.640. (8) The reactants are [CH2:1]([O:3][C:4]([C:6]1[CH2:10][C:9]([O-:11])=[C:8](C(OC)=O)[C:7]=1[CH3:16])=[O:5])[CH3:2].[Na+].[Cl-].[K+].CC(O)=O.C([O-])(O)=O.[Na+]. The catalyst is C1(C)C=CC=CC=1.O. The product is [CH3:16][C:7]1[CH:6]([C:4]([O:3][CH2:1][CH3:2])=[O:5])[CH2:10][C:9](=[O:11])[CH:8]=1. The yield is 0.690. (9) The reactants are [C:1]1([C:7](=[C:9]2[C:17]3[C:12](=[CH:13][CH:14]=[CH:15][CH:16]=3)[NH:11][C:10]2=[O:18])[CH3:8])[CH:6]=[CH:5][CH:4]=[CH:3][CH:2]=1.Br[CH2:20][C:21]([O:23][CH3:24])=[O:22].C([O-])([O-])=O.[Cs+].[Cs+]. The catalyst is CN(C=O)C. The product is [CH3:24][O:23][C:21](=[O:22])[CH2:20][N:11]1[C:12]2[C:17](=[CH:16][CH:15]=[CH:14][CH:13]=2)[C:9](=[C:7]([C:1]2[CH:2]=[CH:3][CH:4]=[CH:5][CH:6]=2)[CH3:8])[C:10]1=[O:18]. The yield is 0.750.